Dataset: Reaction yield outcomes from USPTO patents with 853,638 reactions. Task: Predict the reaction yield, written as a fraction of the theoretical maximum amount of product (1.0 means a 100% yield; for example, 0.34 means a 34% yield). (1) The reactants are [Cl:1][C:2]1[N:3]=[N:4][C:5]([Cl:8])=[CH:6][CH:7]=1.C1(=O)OC(=[O:13])C=C1.OO.NC(N)=O. The catalyst is ClCCl.C(O)(=O)C. The product is [Cl:1][C:2]1[N:3]=[N+:4]([O-:13])[C:5]([Cl:8])=[CH:6][CH:7]=1. The yield is 0.610. (2) The reactants are [NH2:1][C:2]1[CH:10]=[C:9]([O:11][CH3:12])[CH:8]=[C:7]([O:13][CH3:14])[C:3]=1[C:4]([NH2:6])=[O:5].[CH3:15][O:16][C:17]1[CH:18]=[C:19]([CH:22]=[C:23]([O:25][CH3:26])[CH:24]=1)[CH:20]=O.COC1C=C(OC)C=C2C=1C(=O)NC(C1C=CC=CN=1)=N2. No catalyst specified. The product is [CH3:26][O:25][C:23]1[CH:22]=[C:19]([C:20]2[NH:6][C:4](=[O:5])[C:3]3[C:2](=[CH:10][C:9]([O:11][CH3:12])=[CH:8][C:7]=3[O:13][CH3:14])[N:1]=2)[CH:18]=[C:17]([O:16][CH3:15])[CH:24]=1. The yield is 0.460.